From a dataset of NCI-60 drug combinations with 297,098 pairs across 59 cell lines. Regression. Given two drug SMILES strings and cell line genomic features, predict the synergy score measuring deviation from expected non-interaction effect. (1) Drug 1: C1=NC2=C(N1)C(=S)N=CN2. Drug 2: B(C(CC(C)C)NC(=O)C(CC1=CC=CC=C1)NC(=O)C2=NC=CN=C2)(O)O. Cell line: SNB-19. Synergy scores: CSS=15.2, Synergy_ZIP=-1.75, Synergy_Bliss=-1.70, Synergy_Loewe=-22.4, Synergy_HSA=-2.30. (2) Drug 1: CCCS(=O)(=O)NC1=C(C(=C(C=C1)F)C(=O)C2=CNC3=C2C=C(C=N3)C4=CC=C(C=C4)Cl)F. Drug 2: CC12CCC(CC1=CCC3C2CCC4(C3CC=C4C5=CN=CC=C5)C)O. Cell line: PC-3. Synergy scores: CSS=4.38, Synergy_ZIP=5.82, Synergy_Bliss=2.09, Synergy_Loewe=-0.610, Synergy_HSA=0.712. (3) Drug 1: C1=CC(=CC=C1CCCC(=O)O)N(CCCl)CCCl. Drug 2: C1=NC(=NC(=O)N1C2C(C(C(O2)CO)O)O)N. Cell line: SF-295. Synergy scores: CSS=26.6, Synergy_ZIP=-0.812, Synergy_Bliss=-1.89, Synergy_Loewe=-2.17, Synergy_HSA=-0.585. (4) Drug 2: CC12CCC3C(C1CCC2OP(=O)(O)O)CCC4=C3C=CC(=C4)OC(=O)N(CCCl)CCCl.[Na+]. Synergy scores: CSS=-0.0240, Synergy_ZIP=-1.86, Synergy_Bliss=-5.21, Synergy_Loewe=-6.26, Synergy_HSA=-6.51. Drug 1: C1CC(=O)NC(=O)C1N2CC3=C(C2=O)C=CC=C3N. Cell line: MALME-3M. (5) Drug 1: C1CCC(CC1)NC(=O)N(CCCl)N=O. Drug 2: C1C(C(OC1N2C=NC(=NC2=O)N)CO)O. Cell line: UO-31. Synergy scores: CSS=10.9, Synergy_ZIP=-5.14, Synergy_Bliss=-2.22, Synergy_Loewe=0.494, Synergy_HSA=0.866.